This data is from Full USPTO retrosynthesis dataset with 1.9M reactions from patents (1976-2016). The task is: Predict the reactants needed to synthesize the given product. (1) Given the product [Cl:1][C:2]1[CH:9]=[CH:8][C:7]([C:10]2[CH:11]=[CH:12][N:13]=[CH:14][CH:15]=2)=[CH:6][C:3]=1[CH2:4][NH:5][C:18](=[O:19])[C:17]([F:28])([F:27])[F:16], predict the reactants needed to synthesize it. The reactants are: [Cl:1][C:2]1[CH:9]=[CH:8][C:7]([C:10]2[CH:15]=[CH:14][N:13]=[CH:12][CH:11]=2)=[CH:6][C:3]=1[CH2:4][NH2:5].[F:16][C:17]([F:28])([F:27])[C:18](O[C:18](=[O:19])[C:17]([F:28])([F:27])[F:16])=[O:19]. (2) The reactants are: [Cl:1][C:2]1[CH:3]=[C:4](/[CH:9]=[CH:10]/[C:11]([N:13]2[CH2:19][CH2:18][C:17](=[O:20])[NH:16][CH2:15][CH2:14]2)=[O:12])[CH:5]=[CH:6][C:7]=1[Cl:8].Br[CH2:22][CH2:23][C:24]([O:26][CH2:27][CH3:28])=[O:25].[H-].[Na+].OS([O-])(=O)=O.[K+]. Given the product [CH2:27]([O:26][C:24](=[O:25])[CH2:23][CH2:22][N:16]1[C:17](=[O:20])[CH2:18][CH2:19][N:13]([C:11](=[O:12])/[CH:10]=[CH:9]/[C:4]2[CH:5]=[CH:6][C:7]([Cl:8])=[C:2]([Cl:1])[CH:3]=2)[CH2:14][CH2:15]1)[CH3:28], predict the reactants needed to synthesize it.